Dataset: Forward reaction prediction with 1.9M reactions from USPTO patents (1976-2016). Task: Predict the product of the given reaction. (1) Given the reactants [Br:1][C:2]1[CH:3]=[C:4]([S:9](Cl)(=[O:11])=[O:10])[CH:5]=[N:6][C:7]=1[Cl:8].[NH:13]1[CH2:17][CH2:16][CH2:15][CH2:14]1, predict the reaction product. The product is: [Br:1][C:2]1[C:7]([Cl:8])=[N:6][CH:5]=[C:4]([S:9]([N:13]2[CH2:17][CH2:16][CH2:15][CH2:14]2)(=[O:11])=[O:10])[CH:3]=1. (2) Given the reactants Br[CH2:2][CH2:3][O:4][C:5]1[CH:10]=[C:9]([S:11]([CH3:14])(=[O:13])=[O:12])[CH:8]=[C:7]([F:15])[CH:6]=1.[CH:16]([NH2:19])([CH3:18])[CH3:17], predict the reaction product. The product is: [F:15][C:7]1[CH:6]=[C:5]([CH:10]=[C:9]([S:11]([CH3:14])(=[O:13])=[O:12])[CH:8]=1)[O:4][CH2:3][CH2:2][NH:19][CH:16]([CH3:18])[CH3:17]. (3) Given the reactants [C:1](Cl)([O:3][CH2:4][C:5]1[CH:10]=[CH:9][CH:8]=[CH:7][CH:6]=1)=[O:2].[NH2:12][C:13]1[CH:14]=[CH:15][C:16]2[CH2:22][CH2:21][CH2:20][N:19]([C:23]([O:25][C:26]([CH3:29])([CH3:28])[CH3:27])=[O:24])[CH2:18][C:17]=2[CH:30]=1.C(N(CC)CC)C, predict the reaction product. The product is: [CH2:4]([O:3][C:1]([NH:12][C:13]1[CH:14]=[CH:15][C:16]2[CH2:22][CH2:21][CH2:20][N:19]([C:23]([O:25][C:26]([CH3:28])([CH3:27])[CH3:29])=[O:24])[CH2:18][C:17]=2[CH:30]=1)=[O:2])[C:5]1[CH:10]=[CH:9][CH:8]=[CH:7][CH:6]=1. (4) Given the reactants [NH2:1][C:2]1[CH:3]=[N:4][C:5]2[C:10]([C:11]=1[NH:12][CH2:13][CH2:14][CH2:15][N:16]1[CH2:20][CH2:19][CH2:18][C:17]1=[O:21])=[CH:9][CH:8]=[C:7]([C:22]1[CH:27]=[CH:26][CH:25]=[CH:24][CH:23]=1)[CH:6]=2.[CH2:28]([O:30][CH2:31][C:32](Cl)=O)[CH3:29].C(N(CC)CC)C, predict the reaction product. The product is: [CH2:28]([O:30][CH2:31][C:32]1[N:12]([CH2:13][CH2:14][CH2:15][N:16]2[CH2:20][CH2:19][CH2:18][C:17]2=[O:21])[C:11]2[C:10]3[CH:9]=[CH:8][C:7]([C:22]4[CH:27]=[CH:26][CH:25]=[CH:24][CH:23]=4)=[CH:6][C:5]=3[N:4]=[CH:3][C:2]=2[N:1]=1)[CH3:29]. (5) Given the reactants [OH-].[Li+].C[O:4][C:5](=[O:36])[C:6]1[CH:11]=[CH:10][CH:9]=[C:8]([NH:12][C:13](=[O:35])[C:14]2[CH:19]=[CH:18][CH:17]=[C:16]([CH2:20][O:21][C:22]3[CH:27]=[CH:26][C:25]([C:28](=[O:30])[CH3:29])=[C:24]([OH:31])[C:23]=3[CH2:32][CH2:33][CH3:34])[CH:15]=2)[CH:7]=1, predict the reaction product. The product is: [C:28]([C:25]1[CH:26]=[CH:27][C:22]([O:21][CH2:20][C:16]2[CH:15]=[C:14]([CH:19]=[CH:18][CH:17]=2)[C:13]([NH:12][C:8]2[CH:7]=[C:6]([CH:11]=[CH:10][CH:9]=2)[C:5]([OH:36])=[O:4])=[O:35])=[C:23]([CH2:32][CH2:33][CH3:34])[C:24]=1[OH:31])(=[O:30])[CH3:29].